The task is: Predict the reactants needed to synthesize the given product.. This data is from Full USPTO retrosynthesis dataset with 1.9M reactions from patents (1976-2016). (1) Given the product [F:3][CH:4]([F:7])[CH2:5][O:6][C:12]1[N:13]([C:24]2[CH:25]=[CH:26][C:27]([O:30][CH2:31][C:32]([F:35])([F:34])[F:33])=[CH:28][CH:29]=2)[C:14](=[O:23])[C:15]2[CH:21]=[CH:20][C:19](=[O:22])[NH:18][C:16]=2[N:17]=1, predict the reactants needed to synthesize it. The reactants are: [H-].[Na+].[F:3][CH:4]([F:7])[CH2:5][OH:6].C(S[C:12]1[N:13]([C:24]2[CH:29]=[CH:28][C:27]([O:30][CH2:31][C:32]([F:35])([F:34])[F:33])=[CH:26][CH:25]=2)[C:14](=[O:23])[C:15]2[CH:21]=[CH:20][C:19](=[O:22])[NH:18][C:16]=2[N:17]=1)CC.O. (2) Given the product [CH3:25][C:19]1[C:20]([CH3:24])=[CH:21][CH:22]=[CH:23][C:18]=1[C:16]1[N:15]=[C:14]([NH2:26])[N:13]=[C:12]([NH:1][CH2:2][CH2:3][O:4][C:5]2[CH:10]=[CH:9][CH:8]=[CH:7][CH:6]=2)[CH:17]=1, predict the reactants needed to synthesize it. The reactants are: [NH2:1][CH2:2][CH2:3][O:4][C:5]1[CH:10]=[CH:9][CH:8]=[CH:7][CH:6]=1.Cl[C:12]1[CH:17]=[C:16]([C:18]2[CH:23]=[CH:22][CH:21]=[C:20]([CH3:24])[C:19]=2[CH3:25])[N:15]=[C:14]([NH2:26])[N:13]=1. (3) Given the product [Cl:5][C:6]1[CH:11]=[CH:10][C:9]([N+:12]([O-:14])=[O:13])=[CH:8][C:7]=1[CH2:15][C:16]([O:18][CH2:19][CH3:20])=[O:17], predict the reactants needed to synthesize it. The reactants are: S(Cl)(Cl)=O.[Cl:5][C:6]1[CH:11]=[CH:10][C:9]([N+:12]([O-:14])=[O:13])=[CH:8][C:7]=1[CH2:15][C:16]([OH:18])=[O:17].[CH3:19][CH2:20]O. (4) Given the product [CH2:1]([C@@H:3]1[N:12]([C:27](=[O:36])[C:28]2[CH:33]=[CH:32][C:31]([O:34][CH3:35])=[CH:30][CH:29]=2)[C:11]2[C:6](=[CH:7][CH:8]=[C:9]([F:13])[CH:10]=2)[NH:5][C:4]1=[O:14])[CH3:2], predict the reactants needed to synthesize it. The reactants are: [CH2:1]([C@@H:3]1[NH:12][C:11]2[C:6](=[CH:7][CH:8]=[C:9]([F:13])[CH:10]=2)[NH:5][C:4]1=[O:14])[CH3:2].C([C@H]1N([C:27](=[O:36])[C:28]2[CH:33]=[CH:32][C:31]([O:34][CH3:35])=[CH:30][CH:29]=2)C2C(=CC(F)=CC=2)NC1=O)C. (5) Given the product [OH:1][C:2]1[C:3]2[CH:10]=[C:9]([C:11]([OH:13])=[O:12])[NH:8][C:4]=2[N:5]=[N:6][CH:7]=1, predict the reactants needed to synthesize it. The reactants are: [OH:1][C:2]1[C:3]2[CH:10]=[C:9]([C:11]([O:13]C)=[O:12])[NH:8][C:4]=2[N:5]=[N:6][CH:7]=1.[OH-].[K+].Cl. (6) Given the product [CH3:21][C:5]([CH3:22])([CH2:6][CH2:7][CH2:8][S:9][CH2:10][S:11][CH2:12][CH2:13][CH2:14][C:15]([CH3:20])([CH3:19])[C:16]([OH:18])=[O:17])[C:4]([OH:23])=[O:3], predict the reactants needed to synthesize it. The reactants are: C([O:3][C:4](=[O:23])[C:5]([CH3:22])([CH3:21])[CH2:6][CH2:7][CH2:8][S:9][CH2:10][S:11][CH2:12][CH2:13][CH2:14][C:15]([CH3:20])([CH3:19])[C:16]([OH:18])=[O:17])C.[OH-].[Na+]. (7) Given the product [Cl:27][C:28]1[CH:36]=[CH:35][CH:34]=[C:33]2[C:29]=1[CH:30]([C:44]1[C:45]([OH:53])=[CH:46][C:47]3[O:51][CH2:50][CH2:49][C:48]=3[CH:52]=1)[C:31](=[O:43])[N:32]2[CH2:37][C:38]([O:40][CH2:41][CH3:42])=[O:39], predict the reactants needed to synthesize it. The reactants are: C1(CCN2C3C(=CC=CC=3)C(O)(C3C(O)=CC4OCOC=4C=3)C2=O)CC1.[Cl:27][C:28]1[CH:36]=[CH:35][CH:34]=[C:33]2[C:29]=1[C:30](O)([C:44]1[C:45]([OH:53])=[CH:46][C:47]3[O:51][CH2:50][CH2:49][C:48]=3[CH:52]=1)[C:31](=[O:43])[N:32]2[CH2:37][C:38]([O:40][CH2:41][CH3:42])=[O:39]. (8) The reactants are: [C:1]1([CH3:9])[CH:6]=[CH:5][C:4]([CH:7]=O)=[CH:3][CH:2]=1.[CH2:10]([O:12][C:13](=[O:18])[CH2:14]C(O)=O)[CH3:11].N1CCCCC1. Given the product [CH2:10]([O:12][C:13](=[O:18])[CH:14]=[CH:7][C:4]1[CH:5]=[CH:6][C:1]([CH3:9])=[CH:2][CH:3]=1)[CH3:11], predict the reactants needed to synthesize it. (9) Given the product [N:6]1([S:10]([NH:13][C:47](=[O:48])[C:46]2[CH:50]=[C:42]([Cl:41])[C:43]([O:52][CH:53]3[CH2:58][CH2:57][C:56]([F:60])([F:59])[CH2:55][CH2:54]3)=[CH:44][C:45]=2[F:51])(=[O:12])=[O:11])[CH2:9][CH2:8][CH2:7]1, predict the reactants needed to synthesize it. The reactants are: CS(N)(=O)=O.[N:6]1([S:10]([NH2:13])(=[O:12])=[O:11])[CH2:9][CH2:8][CH2:7]1.C(C1(COC2C(C3CC3)=CC(C(O)=O)=C(F)C=2)C2CC3CC(CC1C3)C2)#N.[Cl:41][C:42]1[C:43]([O:52][CH:53]2[CH2:58][CH2:57][C:56]([F:60])([F:59])[CH2:55][CH2:54]2)=[CH:44][C:45]([F:51])=[C:46]([CH:50]=1)[C:47](O)=[O:48]. (10) Given the product [Cl:16][C:13]1[CH:14]=[CH:15][C:6]([O:5][CH2:4][C:3]([OH:35])=[O:2])=[C:7]2[C:12]=1[N:11]=[C:10]([CH2:17][CH3:18])[C:9]([CH2:19][C:20]1[CH:21]=[CH:22][C:23]([N:26]3[CH:30]=[CH:29][CH:28]=[N:27]3)=[CH:24][CH:25]=1)=[C:8]2[O:31][CH:32]([F:33])[F:34], predict the reactants needed to synthesize it. The reactants are: C[O:2][C:3](=[O:35])[CH2:4][O:5][C:6]1[CH:15]=[CH:14][C:13]([Cl:16])=[C:12]2[C:7]=1[C:8]([O:31][CH:32]([F:34])[F:33])=[C:9]([CH2:19][C:20]1[CH:25]=[CH:24][C:23]([N:26]3[CH:30]=[CH:29][CH:28]=[N:27]3)=[CH:22][CH:21]=1)[C:10]([CH2:17][CH3:18])=[N:11]2.[OH-].[Li+].